From a dataset of Reaction yield outcomes from USPTO patents with 853,638 reactions. Predict the reaction yield, written as a fraction of the theoretical maximum amount of product (1.0 means a 100% yield; for example, 0.34 means a 34% yield). (1) The reactants are [CH:1](/[C:9]1[N:10]=[C:11]2[CH:17]=[CH:16][N:15]([S:18]([C:21]3[CH:27]=[CH:26][C:24]([CH3:25])=[CH:23][CH:22]=3)(=[O:20])=[O:19])[C:12]2=[N:13][CH:14]=1)=C\C1C=CC=CC=1.[O:28]1CCOCC1. The catalyst is O.O=[Os](=O)(=O)=O. The product is [S:18]([N:15]1[C:12]2=[N:13][CH:14]=[C:9]([CH:1]=[O:28])[N:10]=[C:11]2[CH:17]=[CH:16]1)([C:21]1[CH:27]=[CH:26][C:24]([CH3:25])=[CH:23][CH:22]=1)(=[O:20])=[O:19]. The yield is 0.670. (2) The reactants are [CH3:1][C:2]1[CH:7]=[C:6]([CH3:8])[NH:5]C(=O)[C:3]=1[CH2:10][NH:11][C:12]([C:14]1[C:15]([CH3:43])=[C:16]([N:28]([CH3:42])[CH:29]2CCN(C(OC(C)(C)C)=O)CC2)[CH:17]=[C:18]([C:20]2[CH:21]=[N:22][C:23](C=O)=[CH:24][CH:25]=2)[CH:19]=1)=[O:13].[NH:44]1[CH2:49][CH2:48]O[CH2:46][CH2:45]1.[CH3:50][OH:51].[C:52](O)(=O)[CH3:53].[BH3-][C:57]#N.[Na+]. No catalyst specified. The product is [CH3:1][C:2]1[CH:7]=[C:6]([CH3:8])[NH:5][C:50](=[O:51])[C:3]=1[CH2:10][NH:11][C:12](=[O:13])[C:14]1[CH:19]=[C:18]([C:20]2[CH:21]=[N:22][C:23]([CH:52]([CH3:53])[CH3:57])=[CH:24][CH:25]=2)[CH:17]=[C:16]([N:28]([CH3:42])[CH:29]2[CH2:46][CH2:45][NH:44][CH2:49][CH2:48]2)[C:15]=1[CH3:43]. The yield is 0.400. (3) The reactants are [CH2:1]([NH2:4])[CH2:2][CH3:3].[CH3:5][C:6]1([CH3:13])[O:10][CH:9]([CH:11]=O)[CH2:8][O:7]1.C(O[BH-](OC(=O)C)OC(=O)C)(=O)C.[Na+]. The catalyst is ClCCCl. The product is [CH3:13][C:6]1([CH3:5])[O:10][CH:9]([CH2:11][NH:4][CH2:1][CH2:2][CH3:3])[CH2:8][O:7]1. The yield is 0.730. (4) The reactants are [Cl:1][C:2]1[CH:3]=[CH:4][C:5]([F:15])=[C:6]([C:8]2[O:12][N:11]=[C:10]([CH:13]=[O:14])[CH:9]=2)[CH:7]=1.[CH3:16][Mg]I. The catalyst is O1CCCC1. The product is [Cl:1][C:2]1[CH:3]=[CH:4][C:5]([F:15])=[C:6]([C:8]2[O:12][N:11]=[C:10]([CH:13]([OH:14])[CH3:16])[CH:9]=2)[CH:7]=1. The yield is 0.310. (5) The reactants are [C:1]([CH2:3][NH:4][C:5]([NH:7][CH2:8][CH3:9])=[O:6])#[N:2].CC(C)([O-:13])C.[K+].[CH:16]([C:18]1[CH:36]=[CH:35][C:21]([O:22][C:23]2[CH:30]=[CH:29][C:26]([C:27]#[N:28])=[CH:25][C:24]=2[C:31]([F:34])([F:33])[F:32])=[C:20]([O:37][CH3:38])[CH:19]=1)=O.[Cl-].[NH4+]. The catalyst is C(O)C. The product is [CH2:8]([N:7]1[C:1](=[NH:2])/[C:3](=[CH:16]/[C:18]2[CH:36]=[CH:35][C:21]([O:22][C:23]3[CH:30]=[CH:29][C:26]([C:27]([NH2:28])=[O:13])=[CH:25][C:24]=3[C:31]([F:34])([F:33])[F:32])=[C:20]([O:37][CH3:38])[CH:19]=2)/[NH:4][C:5]1=[O:6])[CH3:9]. The yield is 0.310. (6) The reactants are I.[NH2:2][CH2:3][CH2:4][NH:5][C:6]1[C:7]([C:11]2[N:15]([C:16]3[CH:17]=[CH:18][C:19]([F:24])=[C:20]([CH:23]=3)[C:21]#[N:22])C(=O)[O:13][N:12]=2)=[N:8][O:9][N:10]=1.[S:26](N)([NH2:29])(=[O:28])=[O:27].[OH-].[Na+].O. The catalyst is N1C=CC=CC=1. The product is [NH2:29][S:26]([NH:2][CH2:3][CH2:4][NH:5][C:6]1[C:7]([C:11](=[N:12][OH:13])[NH:15][C:16]2[CH:17]=[CH:18][C:19]([F:24])=[C:20]([C:21]#[N:22])[CH:23]=2)=[N:8][O:9][N:10]=1)(=[O:28])=[O:27]. The yield is 0.290. (7) The reactants are [S:1]1[C:5]2[CH:6]=[CH:7][CH:8]=[CH:9][C:4]=2[CH:3]=[C:2]1[C:10]([NH:12][C@H:13]([C:18]([OH:20])=O)[CH2:14][CH:15]([CH3:17])[CH3:16])=[O:11].[NH2:21][CH2:22][CH2:23][CH2:24][C@@H:25]([NH:28][S:29]([C:32]1[CH:37]=[CH:36][C:35]([F:38])=[CH:34][C:33]=1[Cl:39])(=[O:31])=[O:30])[CH2:26][OH:27].C1C=C2C(N(O)N=NC2=CC=1)=O.CCN=C=NCCCN(C)C.Cl.CN1CCOCC1. The catalyst is C(Cl)Cl. The product is [Cl:39][C:33]1[CH:34]=[C:35]([F:38])[CH:36]=[CH:37][C:32]=1[S:29]([NH:28][C@@H:25]([CH2:26][OH:27])[CH2:24][CH2:23][CH2:22][NH:21][C:18]([C@@H:13]([NH:12][C:10]([C:2]1[S:1][C:5]2[CH:6]=[CH:7][CH:8]=[CH:9][C:4]=2[CH:3]=1)=[O:11])[CH2:14][CH:15]([CH3:16])[CH3:17])=[O:20])(=[O:31])=[O:30]. The yield is 0.660. (8) The reactants are [F:1][C:2]1[CH:7]=[C:6]([N+:8]([O-:10])=[O:9])[CH:5]=[CH:4][C:3]=1[CH3:11].BrN1C(=O)CCC1=O.[NH:20]1[CH2:25][CH2:24][O:23][CH2:22][CH2:21]1.C(OCC)(=O)C. The catalyst is C(Cl)(Cl)(Cl)Cl.C(OOC(=O)C1C=CC=CC=1)(=O)C1C=CC=CC=1. The product is [F:1][C:2]1[CH:7]=[C:6]([N+:8]([O-:10])=[O:9])[CH:5]=[CH:4][C:3]=1[CH2:11][N:20]1[CH2:25][CH2:24][O:23][CH2:22][CH2:21]1. The yield is 0.550. (9) The reactants are [CH2:1]([O:8][C:9]1[CH:14]=[CH:13][C:12]([C:15]2[NH:16][CH:17]=[C:18]([C:20]3[N:24]([CH:25]([CH3:27])[CH3:26])[N:23]=[CH:22][N:21]=3)[N:19]=2)=[C:11]([F:28])[CH:10]=1)[C:2]1[CH:7]=[CH:6][CH:5]=[CH:4][CH:3]=1.[O:29]1[CH2:33][CH2:32]OC1=O. The catalyst is C1(C)C=CC=CC=1. The product is [CH2:1]([O:8][C:9]1[CH:14]=[CH:13][C:12]([C:15]2[N:16]([CH2:32][CH2:33][OH:29])[CH:17]=[C:18]([C:20]3[N:24]([CH:25]([CH3:26])[CH3:27])[N:23]=[CH:22][N:21]=3)[N:19]=2)=[C:11]([F:28])[CH:10]=1)[C:2]1[CH:3]=[CH:4][CH:5]=[CH:6][CH:7]=1. The yield is 0.700.